From a dataset of Peptide-MHC class I binding affinity with 185,985 pairs from IEDB/IMGT. Regression. Given a peptide amino acid sequence and an MHC pseudo amino acid sequence, predict their binding affinity value. This is MHC class I binding data. (1) The peptide sequence is LVPFVQWFV. The binding affinity (normalized) is 0.306. The MHC is HLA-A31:01 with pseudo-sequence HLA-A31:01. (2) The MHC is HLA-B15:03 with pseudo-sequence HLA-B15:03. The peptide sequence is SIRCATNIF. The binding affinity (normalized) is 0.725. (3) The peptide sequence is EALAMCLPY. The MHC is HLA-B35:01 with pseudo-sequence HLA-B35:01. The binding affinity (normalized) is 1.00. (4) The peptide sequence is VTMMKYCSY. The MHC is HLA-A11:01 with pseudo-sequence HLA-A11:01. The binding affinity (normalized) is 0.799. (5) The peptide sequence is RRIFDLIEL. The MHC is HLA-B51:01 with pseudo-sequence HLA-B51:01. The binding affinity (normalized) is 0.102. (6) The peptide sequence is SIPISELSR. The MHC is HLA-A33:01 with pseudo-sequence HLA-A33:01. The binding affinity (normalized) is 0.151. (7) The peptide sequence is GLACHQLCA. The MHC is HLA-A02:01 with pseudo-sequence HLA-A02:01. The binding affinity (normalized) is 0.442.